This data is from Catalyst prediction with 721,799 reactions and 888 catalyst types from USPTO. The task is: Predict which catalyst facilitates the given reaction. (1) Reactant: [CH2:1]([O:3][C:4]([C:6]1[C:10]([CH3:11])=[C:9]([C:12]2[CH:17]=[CH:16][C:15]([Cl:18])=[CH:14][CH:13]=2)[N:8]([C:19]2[CH:24]=[CH:23][CH:22]=[CH:21][C:20]=2[Cl:25])[N:7]=1)=[O:5])[CH3:2].[Br:26]N1C(=O)CCC1=O. Product: [CH2:1]([O:3][C:4]([C:6]1[C:10]([CH2:11][Br:26])=[C:9]([C:12]2[CH:17]=[CH:16][C:15]([Cl:18])=[CH:14][CH:13]=2)[N:8]([C:19]2[CH:24]=[CH:23][CH:22]=[CH:21][C:20]=2[Cl:25])[N:7]=1)=[O:5])[CH3:2]. The catalyst class is: 53. (2) Reactant: [CH3:1][C:2]1[C:11]2[C:6](=[CH:7][CH:8]=[CH:9][CH:10]=2)[CH:5]=[N:4][C:3]=1[N:12]([CH2:27][C:28]1[CH:33]=[CH:32][C:31]([O:34][C:35]([F:38])([F:37])[F:36])=[CH:30][CH:29]=1)[S:13]([C:16]1[CH:26]=[CH:25][C:19]([C:20]([O:22]CC)=[O:21])=[CH:18][CH:17]=1)(=[O:15])=[O:14].[OH-].[Na+:40]. Product: [CH3:1][C:2]1[C:11]2[C:6](=[CH:7][CH:8]=[CH:9][CH:10]=2)[CH:5]=[N:4][C:3]=1[N:12]([CH2:27][C:28]1[CH:29]=[CH:30][C:31]([O:34][C:35]([F:38])([F:36])[F:37])=[CH:32][CH:33]=1)[S:13]([C:16]1[CH:17]=[CH:18][C:19]([C:20]([O-:22])=[O:21])=[CH:25][CH:26]=1)(=[O:15])=[O:14].[Na+:40]. The catalyst class is: 8. (3) Reactant: [CH3:1][O:2][C:3]1[CH:4]=[N:5][C:6]2[N:11]=[CH:10]N[C:7]=2[CH:8]=1.[C:12](O)(=O)C. Product: [CH3:1][O:2][CH:3]1[CH2:4][N:5]2[CH:12]=[CH:10][N:11]=[C:6]2[CH2:7][CH2:8]1. The catalyst class is: 45. (4) Reactant: [NH2:1][CH2:2][C@H:3]1[CH2:8][CH2:7][C@H:6]([N:9]2[C:13]3=[C:14]4[S:20][CH:19]=[CH:18][C:15]4=[N:16][CH:17]=[C:12]3[N:11]=[C:10]2[CH2:21][C:22]#[N:23])[CH2:5][CH2:4]1.C(N(CC)CC)C.Cl[C:32]([O:34][CH2:35][CH3:36])=[O:33]. Product: [CH2:35]([O:34][C:32](=[O:33])[NH:1][CH2:2][C@H:3]1[CH2:8][CH2:7][C@H:6]([N:9]2[C:13]3=[C:14]4[S:20][CH:19]=[CH:18][C:15]4=[N:16][CH:17]=[C:12]3[N:11]=[C:10]2[CH2:21][C:22]#[N:23])[CH2:5][CH2:4]1)[CH3:36]. The catalyst class is: 2. (5) Reactant: [NH:1]1[CH:5]=[CH:4][C:3]([NH:6][C:7]([NH:9]C(=O)C2C=CC=CC=2)=[S:8])=[N:2]1. Product: [NH:1]1[CH:5]=[CH:4][C:3]([NH:6][C:7]([NH2:9])=[S:8])=[N:2]1. The catalyst class is: 74. (6) Reactant: [F:1][C:2]1[CH:10]=[CH:9][C:8](Br)=[C:7]2[C:3]=1[CH:4]=[CH:5][NH:6]2.[C:12]([Cu])#[N:13].N. Product: [F:1][C:2]1[CH:10]=[CH:9][C:8]([C:12]#[N:13])=[C:7]2[C:3]=1[CH:4]=[CH:5][NH:6]2. The catalyst class is: 121. (7) Reactant: C([O:8][C:9]1[CH:21]=[CH:20][C:12]2[N:13]([CH2:16][CH:17]3[CH2:19][CH2:18]3)[N:14]=[N:15][C:11]=2[C:10]=1[C:22]([F:25])([F:24])[F:23])C1C=CC=CC=1.C(OCC)(=O)C. Product: [CH:17]1([CH2:16][N:13]2[C:12]3[CH:20]=[CH:21][C:9]([OH:8])=[C:10]([C:22]([F:24])([F:25])[F:23])[C:11]=3[N:15]=[N:14]2)[CH2:19][CH2:18]1. The catalyst class is: 5. (8) Reactant: Cl[C:2]1[N:10]=[CH:9][N:8]=[C:7]2[C:3]=1[NH:4][C:5]([Cl:11])=[N:6]2.[CH2:12]([NH2:19])[C:13]1[CH:18]=[CH:17][CH:16]=[CH:15][CH:14]=1. Product: [CH2:12]([NH:19][C:2]1[N:10]=[CH:9][N:8]=[C:7]2[C:3]=1[NH:4][C:5]([Cl:11])=[N:6]2)[C:13]1[CH:18]=[CH:17][CH:16]=[CH:15][CH:14]=1. The catalyst class is: 259. (9) Reactant: Cl.[Cl:2][CH2:3][CH2:4][NH:5][CH2:6][CH2:7][Cl:8].C([O-])([O-])=O.[K+].[K+].[CH2:15](Br)[C:16]1[CH:21]=[CH:20][CH:19]=[CH:18][CH:17]=1. Product: [CH2:15]([N:5]([CH2:6][CH2:7][Cl:8])[CH2:4][CH2:3][Cl:2])[C:16]1[CH:21]=[CH:20][CH:19]=[CH:18][CH:17]=1. The catalyst class is: 10.